From a dataset of Forward reaction prediction with 1.9M reactions from USPTO patents (1976-2016). Predict the product of the given reaction. Given the reactants [CH3:1][O:2][C:3]([CH3:24])([CH3:23])[CH2:4][C:5]1[N:6]=[C:7]([C:10]2[O:14][C:13]([CH2:15][C:16]([CH3:22])([CH3:21])[C:17]([O:19]C)=[O:18])=[N:12][N:11]=2)[S:8][CH:9]=1.Br[C:26]1[C:35]2[C:30](=[CH:31][CH:32]=[CH:33][CH:34]=2)[C:29]([S:36]([NH:39][C@@H:40]([CH2:45][CH3:46])[C:41]([F:44])([F:43])[F:42])(=[O:38])=[O:37])=[CH:28][CH:27]=1, predict the reaction product. The product is: [CH3:1][O:2][C:3]([CH3:23])([CH3:24])[CH2:4][C:5]1[N:6]=[C:7]([C:10]2[O:14][C:13]([CH2:15][C:16]([CH3:21])([CH3:22])[C:17]([OH:19])=[O:18])=[N:12][N:11]=2)[S:8][C:9]=1[C:26]1[C:35]2[C:30](=[CH:31][CH:32]=[CH:33][CH:34]=2)[C:29]([S:36](=[O:37])(=[O:38])[NH:39][C@@H:40]([CH2:45][CH3:46])[C:41]([F:43])([F:42])[F:44])=[CH:28][CH:27]=1.